From a dataset of Catalyst prediction with 721,799 reactions and 888 catalyst types from USPTO. Predict which catalyst facilitates the given reaction. (1) Reactant: S([O-])([O-])(=O)=O.[Na+].[Na+].Cl[C:9](Cl)(Cl)[CH:10]([OH:12])O.Cl.[Cl:16][C:17]1[C:23]([O:24][CH3:25])=[CH:22][CH:21]=[CH:20][C:18]=1[NH2:19].Cl.[NH2:27][OH:28]. Product: [Cl:16][C:17]1[C:23]([O:24][CH3:25])=[CH:22][CH:21]=[CH:20][C:18]=1[NH:19][C:10](=[O:12])[CH:9]=[N:27][OH:28]. The catalyst class is: 6. (2) Reactant: [CH:1]1[N:5]=[CH:4][N:3]([C:6](N2C=NC=C2)=[O:7])[CH:2]=1.Br.[NH2:14][C@H:15]1[CH2:20][CH2:19][O:18][C:16]1=[O:17]. Product: [O:17]=[C:16]1[C@@H:15]([NH:14][C:6]([N:3]2[CH:2]=[CH:1][N:5]=[CH:4]2)=[O:7])[CH2:20][CH2:19][O:18]1. The catalyst class is: 2. (3) Product: [F:8][C:5]1[CH:4]=[C:3]([C:9]([O:11][CH3:12])=[O:10])[C:2]([C:18]2[N:19]=[CH:20][N:21]([C:23]([C:24]3[CH:29]=[CH:28][CH:27]=[CH:26][CH:25]=3)([C:36]3[CH:37]=[CH:38][CH:39]=[CH:40][CH:41]=3)[C:30]3[CH:31]=[CH:32][CH:33]=[CH:34][CH:35]=3)[CH:22]=2)=[CH:7][N:6]=1. Reactant: Br[C:2]1[C:3]([C:9]([O:11][CH3:12])=[O:10])=[CH:4][C:5]([F:8])=[N:6][CH:7]=1.C([Sn](CCCC)(CCCC)[C:18]1[N:19]=[CH:20][N:21]([C:23]([C:36]2[CH:41]=[CH:40][CH:39]=[CH:38][CH:37]=2)([C:30]2[CH:35]=[CH:34][CH:33]=[CH:32][CH:31]=2)[C:24]2[CH:29]=[CH:28][CH:27]=[CH:26][CH:25]=2)[CH:22]=1)CCC. The catalyst class is: 144. (4) Reactant: Cl[CH2:2][CH2:3][CH2:4][O:5][C:6]1[CH:15]=[C:14]2[C:9]([C:10]([C:16]3[C:20]([C:21]4[CH:26]=[CH:25][CH:24]=[CH:23][N:22]=4)=[N:19][N:18]4[CH2:27][CH2:28][CH2:29][C:17]=34)=[CH:11][CH:12]=[N:13]2)=[CH:8][CH:7]=1.[SH:30][C:31]1[N:36]=[CH:35][CH:34]=[CH:33][N:32]=1.[I-].[K+]. Product: [N:22]1[CH:23]=[CH:24][CH:25]=[CH:26][C:21]=1[C:20]1[C:16]([C:10]2[C:9]3[C:14](=[CH:15][C:6]([O:5][CH2:4][CH2:3][CH2:2][S:30][C:31]4[N:36]=[CH:35][CH:34]=[CH:33][N:32]=4)=[CH:7][CH:8]=3)[N:13]=[CH:12][CH:11]=2)=[C:17]2[CH2:29][CH2:28][CH2:27][N:18]2[N:19]=1. The catalyst class is: 9. (5) Reactant: CN(C)C=O.[CH3:6][N:7]1[CH:12]2[CH2:13][C:14]3[CH:19]=[CH:18][C:17]([OH:20])=[C:16]4[O:21][C@H:22]5[C@@H:23]([O:26]C(CCC(O)=O)=O)[CH:24]=[CH:25][C@@H:11]2[C@:10]5([C:15]=34)[CH2:9][CH2:8]1. Product: [CH:19]1[C:14]2[CH2:13][C@H:12]3[N:7]([CH2:8][CH2:9][C@@:10]45[C@H:11]3[CH:25]=[CH:24][C@H:23]([OH:26])[C@@H:22]4[O:21][C:16]([C:15]=25)=[C:17]([OH:20])[CH:18]=1)[CH3:6]. The catalyst class is: 6.